From a dataset of Catalyst prediction with 721,799 reactions and 888 catalyst types from USPTO. Predict which catalyst facilitates the given reaction. (1) Product: [CH:14]1([C:12]2[NH:11][N:10]=[C:9]([NH:8][C:6]3[C:5]([C:17]#[C:18][Si:19]([CH3:22])([CH3:21])[CH3:20])=[CH:4][N:3]=[C:2]([N:23]4[CH2:28][CH2:27][CH2:26][CH2:25][CH2:24]4)[N:7]=3)[CH:13]=2)[CH2:16][CH2:15]1. The catalyst class is: 41. Reactant: Cl[C:2]1[N:7]=[C:6]([NH:8][C:9]2[CH:13]=[C:12]([CH:14]3[CH2:16][CH2:15]3)[NH:11][N:10]=2)[C:5]([C:17]#[C:18][Si:19]([CH3:22])([CH3:21])[CH3:20])=[CH:4][N:3]=1.[NH:23]1[CH2:28][CH2:27][CH2:26][CH2:25][CH2:24]1. (2) Reactant: [Br:1][C:2]1[CH:8]=[CH:7][C:5]([NH2:6])=[C:4]([N+:9]([O-:11])=[O:10])[CH:3]=1.[H-].[Na+].[C:14](O[C:14]([O:16][C:17]([CH3:20])([CH3:19])[CH3:18])=[O:15])([O:16][C:17]([CH3:20])([CH3:19])[CH3:18])=[O:15]. Product: [Br:1][C:2]1[CH:8]=[CH:7][C:5]([NH:6][C:14](=[O:15])[O:16][C:17]([CH3:20])([CH3:19])[CH3:18])=[C:4]([N+:9]([O-:11])=[O:10])[CH:3]=1. The catalyst class is: 3. (3) Reactant: [CH2:1]([N:5]1[C:13]2[N:12]=[C:11]([Cl:14])[N:10](CC=C)[C:9]=2[C:8](=[O:18])[NH:7][C:6]1=[O:19])[CH2:2][CH2:3][CH3:4].[C:20]1([CH2:26][C:27]2[N:31]=[C:30]([S:32][CH2:33][CH2:34]O)[O:29][N:28]=2)[CH:25]=[CH:24][CH:23]=[CH:22][CH:21]=1.N(C(OCC1C=CC=CC=1)=O)=NC(OCC1C=CC=CC=1)=O.C1(P(C2C=CC=CC=2)C2C=CC=CC=2)C=CC=CC=1.N1CCOCC1. Product: [CH2:1]([N:5]1[C:13]2[N:12]=[C:11]([Cl:14])[NH:10][C:9]=2[C:8](=[O:18])[N:7]([CH2:34][CH2:33][S:32][C:30]2[O:29][N:28]=[C:27]([CH2:26][C:20]3[CH:25]=[CH:24][CH:23]=[CH:22][CH:21]=3)[N:31]=2)[C:6]1=[O:19])[CH2:2][CH2:3][CH3:4]. The catalyst class is: 176.